From a dataset of Full USPTO retrosynthesis dataset with 1.9M reactions from patents (1976-2016). Predict the reactants needed to synthesize the given product. (1) Given the product [CH3:23][O:24][C:25]1[C:26](=[O:52])[C:27]([CH3:51])=[C:28]([CH2:34][C:35]2[CH:36]=[CH:37][C:38]([O:44][C:45]3[CH:50]=[CH:49][CH:48]=[CH:47][CH:46]=3)=[C:39]([CH:43]=2)[C:40]([N:1]2[C:10]3[C:5](=[CH:6][CH:7]=[CH:8][CH:9]=3)[CH2:4][CH2:3][CH2:2]2)=[O:41])[C:29](=[O:33])[C:30]=1[O:31][CH3:32], predict the reactants needed to synthesize it. The reactants are: [NH:1]1[C:10]2[C:5](=[CH:6][CH:7]=[CH:8][CH:9]=2)[CH2:4][CH2:3][CH2:2]1.Cl.C(N=C=NCCCN(C)C)C.[CH3:23][O:24][C:25]1[C:26](=[O:52])[C:27]([CH3:51])=[C:28]([CH2:34][C:35]2[CH:36]=[CH:37][C:38]([O:44][C:45]3[CH:50]=[CH:49][CH:48]=[CH:47][CH:46]=3)=[C:39]([CH:43]=2)[C:40](O)=[O:41])[C:29](=[O:33])[C:30]=1[O:31][CH3:32]. (2) Given the product [Br:22][C:20]1[CH:21]=[C:16]([N:4]2[CH2:10][CH:9]=[CH:8][S:5]2(=[O:7])=[O:6])[C:17]([CH3:23])=[N:18][CH:19]=1, predict the reactants needed to synthesize it. The reactants are: C([N:4]([C:16]1[C:17]([CH3:23])=[N:18][CH:19]=[C:20]([Br:22])[CH:21]=1)[S:5](/[CH:8]=[CH:9]/[C:10]1C=CC=CC=1)(=[O:7])=[O:6])C=C. (3) Given the product [CH3:15][N:16]1[C:24]2[C:19](=[CH:20][CH:21]=[C:22]([CH2:25][NH:26][S:2]([C:5]3[CH:14]=[CH:13][C:8]([C:9]([O:11][CH3:12])=[O:10])=[CH:7][CH:6]=3)(=[O:4])=[O:3])[CH:23]=2)[CH:18]=[N:17]1, predict the reactants needed to synthesize it. The reactants are: Cl[S:2]([C:5]1[CH:14]=[CH:13][C:8]([C:9]([O:11][CH3:12])=[O:10])=[CH:7][CH:6]=1)(=[O:4])=[O:3].[CH3:15][N:16]1[C:24]2[C:19](=[CH:20][CH:21]=[C:22]([CH2:25][NH2:26])[CH:23]=2)[CH:18]=[N:17]1. (4) Given the product [N:1]1[CH:6]=[CH:5][CH:4]=[C:3]([C:7]2[CH:8]=[C:9]3[C:14](=[N:15][CH:16]=2)[N:13]([C:17]([NH2:25])=[O:24])[CH2:12][CH2:11][CH2:10]3)[CH:2]=1, predict the reactants needed to synthesize it. The reactants are: [N:1]1[CH:6]=[CH:5][CH:4]=[C:3]([C:7]2[CH:8]=[C:9]3[C:14](=[N:15][CH:16]=2)[NH:13][CH2:12][CH2:11][CH2:10]3)[CH:2]=1.[C:17]([N:25]=C=O)(=[O:24])C1C=CC=CC=1.C([O-])([O-])=O.[K+].[K+].CCOC(C)=O.